From a dataset of Forward reaction prediction with 1.9M reactions from USPTO patents (1976-2016). Predict the product of the given reaction. (1) Given the reactants [C:1]([C@:5]1([CH3:34])[C@@H:18]2[C@@:9]3([CH2:20][CH2:19][C@:16]4([CH2:17]2)[C@@:11]25[C:27]6[C:22](=[CH:23][CH:24]=[C:25]([OH:29])[C:26]=6[O:28][C@@H:10]32)[CH2:21][C@H:15]4[N:14]([CH2:30][CH:31]2[CH2:33][CH2:32]2)[CH2:13][CH2:12]5)[O:8][CH2:7][O:6]1)([CH3:4])([CH3:3])[CH3:2].[CH2:35](S(CCC)=O)[CH2:36]C, predict the reaction product. The product is: [C:1]([C@:5]1([CH3:34])[C@@H:18]2[C@@:9]3([CH2:20][CH2:19][C@:16]4([CH2:17]2)[C@@:11]25[C:27]6[C:22](=[CH:23][CH:24]=[C:25]([OH:29])[C:26]=6[O:28][C@@H:10]32)[CH2:21][C@H:15]4[N:14]([CH2:30][CH:31]2[CH2:32][CH2:33]2)[CH2:13][CH2:12]5)[O:8][CH:7]([CH2:35][CH3:36])[O:6]1)([CH3:4])([CH3:2])[CH3:3]. (2) Given the reactants [H-].[Na+].[Cl:3][C:4]1[CH:5]=[C:6]([C:10](=[O:22])[CH2:11][CH2:12][N:13]([CH3:21])[C:14](=[O:20])[O:15][C:16]([CH3:19])([CH3:18])[CH3:17])[CH:7]=[CH:8][CH:9]=1.[CH3:23]I, predict the reaction product. The product is: [Cl:3][C:4]1[CH:5]=[C:6]([C:10](=[O:22])[CH:11]([CH3:23])[CH2:12][N:13]([CH3:21])[C:14](=[O:20])[O:15][C:16]([CH3:17])([CH3:18])[CH3:19])[CH:7]=[CH:8][CH:9]=1. (3) Given the reactants C(Cl)Cl.[CH3:4][O:5][C:6]1[C@@:7]2([CH2:31][CH:32]=[C:33]([CH3:35])[CH3:34])[CH2:13][CH:11]3[O:12][C@@:8]2([O:29][CH3:30])[C@H:9]([C:21](=[O:28])[C:22]=1[CH2:23][CH:24]=[C:25]([CH3:27])[CH3:26])[C@:10]3([CH3:20])[CH2:14][CH2:15][CH:16]=[C:17]([CH3:19])[CH3:18].BrB(C)C.CCCCCC.CC[O:48]C(C)=O, predict the reaction product. The product is: [OH:12][C@@H:11]1[C@@:10]([CH3:20])([CH2:14][CH2:15][CH:16]=[C:17]([CH3:18])[CH3:19])[C@@H:9]2[C@:8]([OH:48])([O:29][CH3:30])[C@@:7]([CH2:31][CH:32]=[C:33]([CH3:34])[CH3:35])([C:6]([O:5][CH3:4])=[C:22]([CH2:23][CH:24]=[C:25]([CH3:26])[CH3:27])[C:21]2=[O:28])[CH2:13]1. (4) Given the reactants [Na].Cl.[NH2:3][C:4]([NH2:6])=[NH:5].CN(C)/[CH:9]=[CH:10]/[C:11]([C:13]1[C:21]2[C:16](=[CH:17][CH:18]=[CH:19][CH:20]=2)[NH:15][N:14]=1)=O.[Cl-].[NH4+], predict the reaction product. The product is: [NH:15]1[C:16]2[C:21](=[CH:20][CH:19]=[CH:18][CH:17]=2)[C:13]([C:11]2[CH:10]=[CH:9][N:3]=[C:4]([NH2:6])[N:5]=2)=[N:14]1. (5) Given the reactants [Li:1]CCCC.[CH:6]([NH:9][CH:10]([CH3:12])[CH3:11])([CH3:8])[CH3:7].[C:13]([O:16][CH2:17][CH3:18])(=[O:15])[CH3:14].I[CH2:20][C:21]1[N:22]=[C:23]([C:26]2[CH:31]=[CH:30][CH:29]=[CH:28][CH:27]=2)[S:24][CH:25]=1, predict the reaction product. The product is: [Li+:1].[CH3:7][CH:6]([N-:9][CH:10]([CH3:12])[CH3:11])[CH3:8].[CH2:17]([O:16][C:13](=[O:15])[CH2:14][CH2:20][C:21]1[N:22]=[C:23]([C:26]2[CH:27]=[CH:28][CH:29]=[CH:30][CH:31]=2)[S:24][CH:25]=1)[CH3:18]. (6) Given the reactants [H-].[Al+3].[Li+].[H-].[H-].[H-].[C:7]([N:15]1[CH2:28][CH2:27][C:26]2[C:25]3[C:24]([C:29]4[CH:34]=[CH:33][CH:32]=[CH:31][CH:30]=4)=[CH:23][CH:22]=[CH:21][C:20]=3[NH:19][C:18]=2[CH2:17][CH2:16]1)(=O)[C:8]1[CH:13]=[CH:12][CH:11]=[CH:10][CH:9]=1, predict the reaction product. The product is: [CH2:7]([N:15]1[CH2:28][CH2:27][C:26]2[C:25]3[C:24]([C:29]4[CH:34]=[CH:33][CH:32]=[CH:31][CH:30]=4)=[CH:23][CH:22]=[CH:21][C:20]=3[NH:19][C:18]=2[CH2:17][CH2:16]1)[C:8]1[CH:9]=[CH:10][CH:11]=[CH:12][CH:13]=1. (7) Given the reactants [CH2:1]([N:5]1[C:9]2[CH:10]=[CH:11][C:12]([CH2:14][OH:15])=[CH:13][C:8]=2[N:7]=[CH:6]1)[CH2:2][CH:3]=[CH2:4], predict the reaction product. The product is: [CH2:1]([N:5]1[C:9]2[CH:10]=[CH:11][C:12]([CH:14]=[O:15])=[CH:13][C:8]=2[N:7]=[CH:6]1)[CH2:2][CH:3]=[CH2:4]. (8) Given the reactants [CH2:1]([O:3][P:4]([C:9]1[C:10](=[O:24])[NH:11][C:12]2[C:17]([CH:18]=1)=[CH:16][C:15]([S:19](Cl)(=[O:21])=[O:20])=[C:14]([Cl:23])[CH:13]=2)(=[O:8])[O:5][CH2:6][CH3:7])[CH3:2].[CH2:25]([NH2:28])[CH2:26][CH3:27], predict the reaction product. The product is: [CH2:1]([O:3][P:4]([C:9]1[C:10](=[O:24])[NH:11][C:12]2[C:17]([CH:18]=1)=[CH:16][C:15]([S:19]([NH:28][CH2:25][CH2:26][CH3:27])(=[O:21])=[O:20])=[C:14]([Cl:23])[CH:13]=2)(=[O:8])[O:5][CH2:6][CH3:7])[CH3:2]. (9) Given the reactants [CH3:1][N:2]([CH3:23])[C:3](=[O:22])[C@@H:4]([NH:11]C(=O)OCC1C=CC=CC=1)[CH2:5][C:6]([N:8]([CH3:10])[CH3:9])=[O:7], predict the reaction product. The product is: [CH3:23][N:2]([CH3:1])[C:3](=[O:22])[C@H:4]([CH2:5][C:6]([N:8]([CH3:10])[CH3:9])=[O:7])[NH2:11].